From a dataset of Reaction yield outcomes from USPTO patents with 853,638 reactions. Predict the reaction yield, written as a fraction of the theoretical maximum amount of product (1.0 means a 100% yield; for example, 0.34 means a 34% yield). (1) The reactants are [CH3:1][O:2][C:3]1[C:8]2[O:9][CH2:10][O:11][C:7]=2[CH:6]=[C:5]([CH2:12]O)[CH:4]=1.C([O-])(O)=O.[Na+].O=S(Cl)[Cl:21]. No catalyst specified. The product is [Cl:21][CH2:12][C:5]1[CH:4]=[C:3]([O:2][CH3:1])[C:8]2[O:9][CH2:10][O:11][C:7]=2[CH:6]=1. The yield is 0.940. (2) The reactants are [Br:1][C:2]1[CH:3]=[CH:4]C2=[C:6]([CH:20]=1)CN(C)CC=C2C1C=CC(F)=CC=1.C(=O)([O-])[O-].[K+].[K+].[N:27]1[CH:32]=[CH:31][CH:30]=[CH:29][CH:28]=1. No catalyst specified. The product is [Br:1][C:2]1[CH:3]=[CH:4][C:28]2[CH2:29][CH2:30][CH2:31][CH2:32][NH:27][C:6]=2[CH:20]=1. The yield is 0.710.